This data is from TCR-epitope binding with 47,182 pairs between 192 epitopes and 23,139 TCRs. The task is: Binary Classification. Given a T-cell receptor sequence (or CDR3 region) and an epitope sequence, predict whether binding occurs between them. (1) The epitope is GPGHKARVL. Result: 0 (the TCR does not bind to the epitope). The TCR CDR3 sequence is CASSQEVGTSGEGEQFF. (2) The epitope is FLPRVFSAV. The TCR CDR3 sequence is CASSAETGTLSGEQYF. Result: 0 (the TCR does not bind to the epitope). (3) The epitope is FLRGRAYGL. The TCR CDR3 sequence is CASSEALFTGQRPPWANVLTF. Result: 0 (the TCR does not bind to the epitope). (4) The epitope is TEKSNIIRGW. The TCR CDR3 sequence is CASSQESILAGRTDTQYF. Result: 0 (the TCR does not bind to the epitope). (5) The epitope is QVPLRPMTYK. The TCR CDR3 sequence is CASSYSLGPADPYF. Result: 0 (the TCR does not bind to the epitope). (6) The epitope is KAFSPEVIPMF. The TCR CDR3 sequence is CASILTSGRNEQFF. Result: 1 (the TCR binds to the epitope). (7) The epitope is LVLSVNPYV. The TCR CDR3 sequence is CASSVHRVGVGIDTEAFF. Result: 0 (the TCR does not bind to the epitope).